This data is from Reaction yield outcomes from USPTO patents with 853,638 reactions. The task is: Predict the reaction yield, written as a fraction of the theoretical maximum amount of product (1.0 means a 100% yield; for example, 0.34 means a 34% yield). The reactants are [F:1][C:2]1[C:15]([NH:16][CH2:17][C:18]2[CH:23]=[C:22]([CH3:24])[CH:21]=[C:20]([C:25]3[CH:30]=[CH:29][CH:28]=[C:27]([F:31])[CH:26]=3)[CH:19]=2)=[C:14]([F:32])[CH:13]=[CH:12][C:3]=1[O:4][CH2:5][C:6]([O:8]C(C)C)=[O:7].[OH-].[Na+]. The product is [F:1][C:2]1[C:15]([NH:16][CH2:17][C:18]2[CH:23]=[C:22]([CH3:24])[CH:21]=[C:20]([C:25]3[CH:30]=[CH:29][CH:28]=[C:27]([F:31])[CH:26]=3)[CH:19]=2)=[C:14]([F:32])[CH:13]=[CH:12][C:3]=1[O:4][CH2:5][C:6]([OH:8])=[O:7]. The yield is 0.440. The catalyst is C1COCC1.